From a dataset of Full USPTO retrosynthesis dataset with 1.9M reactions from patents (1976-2016). Predict the reactants needed to synthesize the given product. (1) The reactants are: [CH3:1][O:2][C:3]1[CH:8]=[CH:7][C:6]([CH:9]([C:13](=O)[CH3:14])[C:10](=O)[CH3:11])=[CH:5][CH:4]=1.Cl.[CH2:17]([O:24][C:25]1[CH:30]=[CH:29][C:28]([NH:31][NH2:32])=[CH:27][CH:26]=1)[C:18]1[CH:23]=[CH:22][CH:21]=[CH:20][CH:19]=1. Given the product [CH2:17]([O:24][C:25]1[CH:26]=[CH:27][C:28]([N:31]2[C:13]([CH3:14])=[C:9]([C:6]3[CH:7]=[CH:8][C:3]([O:2][CH3:1])=[CH:4][CH:5]=3)[C:10]([CH3:11])=[N:32]2)=[CH:29][CH:30]=1)[C:18]1[CH:19]=[CH:20][CH:21]=[CH:22][CH:23]=1, predict the reactants needed to synthesize it. (2) Given the product [NH2:1][C:2]1[C:7]([N:8]([CH3:32])[C:9](=[O:13])[O:10][CH2:11][CH3:12])=[C:6]([NH2:14])[N:5]=[C:4]([C:15]2[C:23]3[C:18](=[N:19][CH:20]=[CH:21][CH:22]=3)[N:17]([CH2:24][C:25]3[CH:30]=[CH:29][CH:28]=[CH:27][C:26]=3[F:31])[N:16]=2)[N:3]=1, predict the reactants needed to synthesize it. The reactants are: [NH2:1][C:2]1[C:7]([NH:8][C:9](=[O:13])[O:10][CH2:11][CH3:12])=[C:6]([NH2:14])[N:5]=[C:4]([C:15]2[C:23]3[C:18](=[N:19][CH:20]=[CH:21][CH:22]=3)[N:17]([CH2:24][C:25]3[CH:30]=[CH:29][CH:28]=[CH:27][C:26]=3[F:31])[N:16]=2)[N:3]=1.[CH3:32]N(C=O)C.[H-].[Na+].IC. (3) Given the product [CH3:7][N:8]1[C:12]([C:13]2[NH:21][C:16]3[N:17]=[CH:18][N:19]=[CH:20][C:15]=3[CH:14]=2)=[C:11]([C:22]2[CH:27]=[CH:26][CH:25]=[CH:24][CH:23]=2)[N:10]=[CH:9]1, predict the reactants needed to synthesize it. The reactants are: CC(C)([O-])C.[K+].[CH3:7][N:8]1[C:12]([C:13]#[C:14][C:15]2[C:16]([NH2:21])=[N:17][CH:18]=[N:19][CH:20]=2)=[C:11]([C:22]2[CH:27]=[CH:26][CH:25]=[CH:24][CH:23]=2)[N:10]=[CH:9]1.O.C(Cl)Cl.